Dataset: Catalyst prediction with 721,799 reactions and 888 catalyst types from USPTO. Task: Predict which catalyst facilitates the given reaction. (1) Reactant: [Cl:1][CH2:2][C:3]#[N:4].S(=O)(=O)(O)O.O[C:11]12[CH2:20][CH:15]3[CH2:16][CH:17]([CH2:19][C:13]([NH:21][C:22]([C:24]4[CH:29]=[CH:28][CH:27]=[CH:26][N:25]=4)=[O:23])([CH2:14]3)[CH2:12]1)[CH2:18]2.[OH-:30].[Na+]. Product: [Cl:1][CH2:2][C:3]([NH:4][C:15]12[CH2:20][CH:11]3[CH2:18][CH:17]([CH2:19][C:13]([NH:21][C:22]([C:24]4[CH:29]=[CH:28][CH:27]=[CH:26][N:25]=4)=[O:23])([CH2:12]3)[CH2:14]1)[CH2:16]2)=[O:30]. The catalyst class is: 2. (2) Reactant: N1C=CC=CC=1.[NH2:7][C@:8]1([C:32]2[C:33]([O:38][CH2:39][CH3:40])=[N:34][CH:35]=[CH:36][CH:37]=2)[C:16]2[C:11](=[CH:12][C:13]([F:19])=[C:14]([C:17]#[N:18])[CH:15]=2)[N:10]([S:20]([C:23]2[CH:28]=[CH:27][C:26]([O:29][CH3:30])=[CH:25][CH:24]=2)(=[O:22])=[O:21])[C:9]1=[O:31].Cl[C:42]([O:44][C:45]1[CH:50]=[CH:49][CH:48]=[CH:47][CH:46]=1)=[O:43]. Product: [C:17]([C:14]1[CH:15]=[C:16]2[C:11](=[CH:12][C:13]=1[F:19])[N:10]([S:20]([C:23]1[CH:28]=[CH:27][C:26]([O:29][CH3:30])=[CH:25][CH:24]=1)(=[O:22])=[O:21])[C:9](=[O:31])[C@@:8]2([NH:7][C:42](=[O:43])[O:44][C:45]1[CH:50]=[CH:49][CH:48]=[CH:47][CH:46]=1)[C:32]1[C:33]([O:38][CH2:39][CH3:40])=[N:34][CH:35]=[CH:36][CH:37]=1)#[N:18]. The catalyst class is: 2. (3) Reactant: [F:1][C:2]([F:29])([F:28])[C:3]1[CH:4]=[C:5]([CH:25]=[CH:26][CH:27]=1)[CH2:6][O:7][N:8]=[C:9]1[CH2:14][CH2:13][N:12]([S:15]([C:18]2[CH:19]=[N:20][C:21](Cl)=[CH:22][CH:23]=2)(=[O:17])=[O:16])[CH2:11][CH2:10]1.[NH2:30][C:31]1[CH:36]=[CH:35][CH:34]=[CH:33][CH:32]=1.C1(P(C2C=CC=CC=2)C2C3OC4C(=CC=CC=4P(C4C=CC=CC=4)C4C=CC=CC=4)C(C)(C)C=3C=CC=2)C=CC=CC=1.CC(C)([O-])C.[Na+]. Product: [F:1][C:2]([F:29])([F:28])[C:3]1[CH:4]=[C:5]([CH:25]=[CH:26][CH:27]=1)[CH2:6][O:7][N:8]=[C:9]1[CH2:14][CH2:13][N:12]([S:15]([C:18]2[CH:19]=[N:20][C:21]([NH:30][C:31]3[CH:36]=[CH:35][CH:34]=[CH:33][CH:32]=3)=[CH:22][CH:23]=2)(=[O:17])=[O:16])[CH2:11][CH2:10]1. The catalyst class is: 160.